From a dataset of Full USPTO retrosynthesis dataset with 1.9M reactions from patents (1976-2016). Predict the reactants needed to synthesize the given product. (1) Given the product [CH3:1][O:2][C:3](=[O:20])[CH:4]([O:35][C:32]1[CH:31]=[CH:30][C:29]([C:26]2[CH:27]=[CH:28][C:23]([C:21]#[N:22])=[CH:24][CH:25]=2)=[CH:34][CH:33]=1)[CH2:5][CH2:6][CH2:7][CH2:8][CH2:9][CH2:10][CH2:11][CH2:12][CH2:13][CH2:14][CH2:15][CH2:16][CH2:17][CH3:18], predict the reactants needed to synthesize it. The reactants are: [CH3:1][O:2][C:3](=[O:20])[CH2:4][CH2:5][CH2:6][CH2:7][CH2:8][CH2:9][CH2:10][CH2:11][CH2:12][CH2:13][CH2:14][CH2:15][CH2:16][CH2:17][CH2:18]Br.[C:21]([C:23]1[CH:28]=[CH:27][C:26]([C:29]2[CH:34]=[CH:33][C:32]([OH:35])=[CH:31][CH:30]=2)=[CH:25][CH:24]=1)#[N:22].C([O-])([O-])=O.[K+].[K+].C([O-])(O)=O.[Na+]. (2) The reactants are: NC1C=CC=CC=1[C:4]([NH:6][C:7]1[NH:11][N:10]=[C:9]2[CH:12]=[C:13]([C:15](O)=[O:16])[O:14][C:8]=12)=[O:5].C(N(C(C)C)CC)(C)C.[C:31]([NH2:40])([C:34]1[CH:39]=[CH:38][CH:37]=[CH:36][CH:35]=1)([CH3:33])[CH3:32].F[B-](F)(F)F.[N:46]1([O:55]C(N(C)C)=[N+](C)C)[C:50]2[CH:51]=[CH:52][CH:53]=[CH:54][C:49]=2N=N1.C(=O)(O)[O-:64].[Na+]. Given the product [CH3:32][C:31]([NH:40][C:15]([C:13]1[O:14][C:8]2[C:7]([NH:6][C:4](=[O:5])[C:49]3[CH:54]=[CH:53][CH:52]=[CH:51][C:50]=3[N+:46]([O-:55])=[O:64])=[N:11][NH:10][C:9]=2[CH:12]=1)=[O:16])([C:34]1[CH:39]=[CH:38][CH:37]=[CH:36][CH:35]=1)[CH3:33], predict the reactants needed to synthesize it. (3) Given the product [Cl:24][C:25]1[C:30]([S:31]([N:22]2[CH2:21][CH2:20][C:3]3([C:7](=[O:8])[N:6]([C:9]4[CH:14]=[CH:13][C:12]([O:15][C:16]([F:19])([F:17])[F:18])=[CH:11][CH:10]=4)[CH2:5][CH2:4]3)[CH:2]([OH:1])[CH2:23]2)(=[O:33])=[O:32])=[CH:29][CH:28]=[CH:27][N:26]=1, predict the reactants needed to synthesize it. The reactants are: [OH:1][CH:2]1[CH2:23][NH:22][CH2:21][CH2:20][C:3]21[C:7](=[O:8])[N:6]([C:9]1[CH:14]=[CH:13][C:12]([O:15][C:16]([F:19])([F:18])[F:17])=[CH:11][CH:10]=1)[CH2:5][CH2:4]2.[Cl:24][C:25]1[C:30]([S:31](Cl)(=[O:33])=[O:32])=[CH:29][CH:28]=[CH:27][N:26]=1. (4) Given the product [C:35]([O:38][C:39]([NH:1][C@@H:2]1[C@@H:7]([CH2:8][O:9][Si:10]([C:23]([CH3:26])([CH3:25])[CH3:24])([C:11]2[CH:16]=[CH:15][CH:14]=[CH:13][CH:12]=2)[C:17]2[CH:22]=[CH:21][CH:20]=[CH:19][CH:18]=2)[O:6][CH2:5][CH2:4][CH2:3]1)=[O:40])([CH3:37])([CH3:36])[CH3:34], predict the reactants needed to synthesize it. The reactants are: [NH2:1][C@@H:2]1[C@@H:7]([CH2:8][O:9][Si:10]([C:23]([CH3:26])([CH3:25])[CH3:24])([C:17]2[CH:22]=[CH:21][CH:20]=[CH:19][CH:18]=2)[C:11]2[CH:16]=[CH:15][CH:14]=[CH:13][CH:12]=2)[O:6][CH2:5][CH2:4][CH2:3]1.CCN(CC)CC.[CH3:34][C:35]([O:38][C:39](O[C:39]([O:38][C:35]([CH3:37])([CH3:36])[CH3:34])=[O:40])=[O:40])([CH3:37])[CH3:36]. (5) Given the product [NH:33]1[CH2:34][CH:31]([C:28]2[CH:29]=[CH:30][C:25]([C@H:17]([C:18]3[CH:23]=[CH:22][CH:21]=[CH:20][C:19]=3[CH3:24])[CH2:16][C:15]([C:13]3[CH:12]=[CH:11][N:10]=[C:9]([CH3:8])[CH:14]=3)=[O:42])=[CH:26][CH:27]=2)[CH2:32]1, predict the reactants needed to synthesize it. The reactants are: FC(F)(F)C(O)=O.[CH3:8][C:9]1[CH:14]=[C:13]([C:15](=[O:42])[CH2:16][C@H:17]([C:25]2[CH:30]=[CH:29][C:28]([CH:31]3[CH2:34][N:33](C(OC(C)(C)C)=O)[CH2:32]3)=[CH:27][CH:26]=2)[C:18]2[CH:23]=[CH:22][CH:21]=[CH:20][C:19]=2[CH3:24])[CH:12]=[CH:11][N:10]=1. (6) Given the product [CH:1]1[C:10]2[CH2:9][CH2:8][CH2:7][CH:6]([NH:11][C:12](=[O:14])[CH3:13])[C:5]=2[CH:4]=[CH:3][N:2]=1, predict the reactants needed to synthesize it. The reactants are: [CH:1]1[C:10]2[C:5](=[C:6]([NH:11][C:12](=[O:14])[CH3:13])[CH:7]=[CH:8][CH:9]=2)[CH:4]=[CH:3][N:2]=1.[OH-].[Na+].